This data is from Full USPTO retrosynthesis dataset with 1.9M reactions from patents (1976-2016). The task is: Predict the reactants needed to synthesize the given product. Given the product [Br:1][C:2]1[CH:3]=[CH:4][C:5]2[N:6]([C:24](=[O:26])[CH:20]=[C:19]([C:27]3[CH:32]=[CH:31][C:30]([O:33][CH3:34])=[C:29]([O:35][CH3:36])[CH:28]=3)[CH:8]=2)[CH:7]=1, predict the reactants needed to synthesize it. The reactants are: [Br:1][C:2]1[CH:3]=[CH:4][C:5]([CH2:8]C(OC(C)(C)C)=O)=[N:6][CH:7]=1.[H-].[Na+].Cl[C:19]([C:27]1[CH:32]=[CH:31][C:30]([O:33][CH3:34])=[C:29]([O:35][CH3:36])[CH:28]=1)=[C:20]([C:24]([O-:26])=O)C([O-])=O.O.